This data is from Forward reaction prediction with 1.9M reactions from USPTO patents (1976-2016). The task is: Predict the product of the given reaction. (1) Given the reactants [C:1]1([S:7][CH2:8][C:9]([OH:11])=[O:10])[CH:6]=[CH:5][CH:4]=[CH:3][CH:2]=1.Cl[Si](C)(C)[CH3:14], predict the reaction product. The product is: [C:1]1([S:7][CH2:8][C:9]([O:11][CH3:14])=[O:10])[CH:6]=[CH:5][CH:4]=[CH:3][CH:2]=1. (2) Given the reactants [N:1]1([C@@H:7]2[CH2:10][C@H:9]([C:11]3[S:12][C:13]4[CH:19]=[C:18]([NH2:20])[CH:17]=[CH:16][C:14]=4[N:15]=3)[CH2:8]2)[CH2:6][CH2:5][CH2:4][CH2:3][CH2:2]1.[N:21]1[CH:26]=[CH:25][N:24]=[CH:23][C:22]=1[C:27](O)=[O:28].Cl.CN(C)CCCN=C=NCC.O.ON1C2C=CC=CC=2N=N1.[OH-].[Na+], predict the reaction product. The product is: [N:1]1([C@@H:7]2[CH2:10][C@H:9]([C:11]3[S:12][C:13]4[CH:19]=[C:18]([NH:20][C:27]([C:22]5[CH:23]=[N:24][CH:25]=[CH:26][N:21]=5)=[O:28])[CH:17]=[CH:16][C:14]=4[N:15]=3)[CH2:8]2)[CH2:6][CH2:5][CH2:4][CH2:3][CH2:2]1. (3) Given the reactants [Cl:1][C:2]1[C:3]([N:18]2[CH2:23][CH2:22][CH2:21][C@@H:20]([NH:24]C(=O)OC(C)(C)C)[CH2:19]2)=[C:4]2[C:10]([NH:11][C:12](=[O:17])[C@@H:13]([O:15][CH3:16])[CH3:14])=[CH:9][NH:8][C:5]2=[N:6][CH:7]=1.C(O)(C(F)(F)F)=O, predict the reaction product. The product is: [ClH:1].[NH2:24][C@@H:20]1[CH2:21][CH2:22][CH2:23][N:18]([C:3]2[C:2]([Cl:1])=[CH:7][N:6]=[C:5]3[NH:8][CH:9]=[C:10]([NH:11][C:12](=[O:17])[C@@H:13]([O:15][CH3:16])[CH3:14])[C:4]=23)[CH2:19]1. (4) Given the reactants C(OC([N:8]([C:19]1[CH:20]=[C:21]([CH:25]([CH2:29][P:30]([CH2:33][CH2:34][CH2:35][CH2:36][C:37]2[CH:42]=[CH:41][CH:40]=[CH:39][CH:38]=2)([OH:32])=[O:31])[C:26]([OH:28])=[O:27])[CH:22]=[CH:23][CH:24]=1)[C:9]([NH2:18])=[N:10]C(OC(C)(C)C)=O)=O)(C)(C)C.C(O)(C(F)(F)F)=O, predict the reaction product. The product is: [NH:8]([C:19]1[CH:20]=[C:21]([CH:25]([CH2:29][P:30]([CH2:33][CH2:34][CH2:35][CH2:36][C:37]2[CH:38]=[CH:39][CH:40]=[CH:41][CH:42]=2)([OH:32])=[O:31])[C:26]([OH:28])=[O:27])[CH:22]=[CH:23][CH:24]=1)[C:9]([NH2:18])=[NH:10].